This data is from Reaction yield outcomes from USPTO patents with 853,638 reactions. The task is: Predict the reaction yield, written as a fraction of the theoretical maximum amount of product (1.0 means a 100% yield; for example, 0.34 means a 34% yield). (1) The reactants are Cl[C:2]1[C:8]2[CH:9]=[CH:10][CH:11]=[CH:12][C:7]=2[O:6][C:5]2[CH:13]=[CH:14][CH:15]=[CH:16][C:4]=2[N:3]=1.C1COCC1.[C:22]1([Mg]Br)[CH:27]=[CH:26][CH:25]=[CH:24][CH:23]=1. The catalyst is CN1CCCC1=O. The product is [C:22]1([C:2]2[C:8]3[CH:9]=[CH:10][CH:11]=[CH:12][C:7]=3[O:6][C:5]3[CH:13]=[CH:14][CH:15]=[CH:16][C:4]=3[N:3]=2)[CH:27]=[CH:26][CH:25]=[CH:24][CH:23]=1. The yield is 0.550. (2) The product is [Cl:8][C:6]1[N:7]2[CH:14]=[CH:15][N:1]=[C:2]2[CH:3]=[C:4]([C:9]([O:11][CH3:12])=[O:10])[N:5]=1. The catalyst is C(#N)C. The yield is 0.550. The reactants are [NH2:1][C:2]1[N:7]=[C:6]([Cl:8])[N:5]=[C:4]([C:9]([O:11][CH3:12])=[O:10])[CH:3]=1.Br[CH2:14][CH:15](OC)OC. (3) The reactants are [CH3:1][N:2]([CH2:10][C@H:11]([NH:18][C:19](=[O:24])[CH2:20][CH2:21][CH:22]=[CH2:23])[C:12]1[CH:17]=[CH:16][CH:15]=[CH:14][CH:13]=1)[C:3](=[O:9])[C@H:4]([CH3:8])[CH2:5]C=C. The catalyst is C1(C)C=CC=CC=1.CCOC(C)=O. The product is [CH3:1][N:2]1[C:3](=[O:9])[C@H:4]([CH3:5])[CH2:8][CH:23]=[CH:22][CH2:21][CH2:20][C:19](=[O:24])[NH:18][C@H:11]([C:12]2[CH:13]=[CH:14][CH:15]=[CH:16][CH:17]=2)[CH2:10]1. The yield is 0.680. (4) The yield is 0.220. No catalyst specified. The reactants are [CH3:1][O:2][C:3]1[CH:4]=[C:5]([C:9]2[N:13]([CH2:14][O:15][CH2:16][CH2:17][Si:18]([CH3:21])([CH3:20])[CH3:19])[CH:12]=[N:11][CH:10]=2)[CH:6]=[CH:7][CH:8]=1.[Li]CCCC.CN([CH:30]=[O:31])C. The product is [CH3:1][O:2][C:3]1[CH:4]=[C:5]([C:9]2[N:13]([CH2:14][O:15][CH2:16][CH2:17][Si:18]([CH3:20])([CH3:19])[CH3:21])[C:12]([CH:30]=[O:31])=[N:11][CH:10]=2)[CH:6]=[CH:7][CH:8]=1.